Task: Predict the product of the given reaction.. Dataset: Forward reaction prediction with 1.9M reactions from USPTO patents (1976-2016) Given the reactants [CH3:1][C:2]1[O:3][C:4]([CH:8]([OH:10])[CH3:9])=[C:5]([CH3:7])[N:6]=1, predict the reaction product. The product is: [CH3:1][C:2]1[O:3][C:4]([C:8](=[O:10])[CH3:9])=[C:5]([CH3:7])[N:6]=1.